From a dataset of Peptide-MHC class I binding affinity with 185,985 pairs from IEDB/IMGT. Regression. Given a peptide amino acid sequence and an MHC pseudo amino acid sequence, predict their binding affinity value. This is MHC class I binding data. (1) The peptide sequence is ALYSPPLISI. The MHC is HLA-A02:03 with pseudo-sequence HLA-A02:03. The binding affinity (normalized) is 0.537. (2) The MHC is HLA-A11:01 with pseudo-sequence HLA-A11:01. The binding affinity (normalized) is 0.728. The peptide sequence is VVADLSARNK. (3) The peptide sequence is ASPYNFFKRI. The MHC is H-2-Db with pseudo-sequence H-2-Db. The binding affinity (normalized) is 0.765.